Dataset: Catalyst prediction with 721,799 reactions and 888 catalyst types from USPTO. Task: Predict which catalyst facilitates the given reaction. (1) Reactant: [H-].[H-].[H-].[H-].[Li+].[Al+3].CC1N2CCC(/C/1=[N:14]/[C:15]1[CH:16]=[N:17][C:18]([C:21]3[CH:26]=[CH:25][CH:24]=[CH:23][CH:22]=3)=[CH:19][CH:20]=1)CC2. Product: [C:21]1([C:18]2[N:17]=[CH:16][C:15]([NH2:14])=[CH:20][CH:19]=2)[CH:22]=[CH:23][CH:24]=[CH:25][CH:26]=1. The catalyst class is: 1. (2) Reactant: [NH2:1][C:2](=[S:16])[CH2:3][C:4]1[CH:14]=[CH:13][C:7]([C:8]([O:10][CH2:11][CH3:12])=[O:9])=[CH:6][C:5]=1[F:15].Br[CH2:18][C:19]([C:21]1[CH:26]=[CH:25][CH:24]=[C:23]([C:27]([F:30])([F:29])[F:28])[CH:22]=1)=O. Product: [F:15][C:5]1[CH:6]=[C:7]([CH:13]=[CH:14][C:4]=1[CH2:3][C:2]1[S:16][CH:18]=[C:19]([C:21]2[CH:26]=[CH:25][CH:24]=[C:23]([C:27]([F:28])([F:29])[F:30])[CH:22]=2)[N:1]=1)[C:8]([O:10][CH2:11][CH3:12])=[O:9]. The catalyst class is: 8. (3) The catalyst class is: 25. Product: [CH3:23][C:18]1([CH3:24])[C:19]([CH3:21])([CH3:22])[O:20][B:16]([C:14]2[CH:13]=[N:12][N:11]([CH:8]3[CH2:7][CH2:6][N:5]([CH2:3][C:30]([F:33])([F:32])[F:31])[CH2:10][CH2:9]3)[CH:15]=2)[O:17]1. Reactant: CN(C)[C:3]([N:5]1[CH2:10][CH2:9][CH:8]([N:11]2[CH:15]=[C:14]([B:16]3[O:20][C:19]([CH3:22])([CH3:21])[C:18]([CH3:24])([CH3:23])[O:17]3)[CH:13]=[N:12]2)[CH2:7][CH2:6]1)=O.O(C[C:30]([F:33])([F:32])[F:31])S([C:30]([F:33])([F:32])[F:31])(=O)=O. (4) Reactant: [Cl:1][C:2]1[CH:3]=[C:4]([NH:8][C:9]2[N:14]=[C:13]([C:15]3[CH:20]=[CH:19][N:18]=[C:17](Cl)[CH:16]=3)[CH:12]=[CH:11][N:10]=2)[CH:5]=[CH:6][CH:7]=1.[NH2:22][NH2:23]. Product: [Cl:1][C:2]1[CH:3]=[C:4]([NH:8][C:9]2[N:14]=[C:13]([C:15]3[CH:20]=[CH:19][N:18]=[C:17]([NH:22][NH2:23])[CH:16]=3)[CH:12]=[CH:11][N:10]=2)[CH:5]=[CH:6][CH:7]=1. The catalyst class is: 8. (5) Reactant: [OH:1][CH:2]([C:13]1[O:14][C:15]([CH3:18])=[N:16][N:17]=1)[C@@H:3]([NH:5]C(=O)OC(C)(C)C)[CH3:4].[C:19]([OH:25])([C:21]([F:24])([F:23])[F:22])=[O:20]. Product: [NH2:5][C@@H:3]([CH3:4])[CH:2]([C:13]1[O:14][C:15]([CH3:18])=[N:16][N:17]=1)[OH:1].[F:22][C:21]([F:24])([F:23])[C:19]([O-:25])=[O:20]. The catalyst class is: 2. (6) Reactant: N(C(OCC)=O)=NC(OCC)=O.[OH:13][C:14]1[C:15]([CH2:25][S:26]([C:29]2[CH:34]=[CH:33][CH:32]=[CH:31][CH:30]=2)(=[O:28])=[O:27])=[C:16]2[C:21](=[CH:22][CH:23]=1)[C:20](=[O:24])[CH2:19][CH2:18][CH2:17]2.[N:35]1([CH2:40][CH:41](O)[CH2:42][CH3:43])[CH:39]=[CH:38][N:37]=[CH:36]1.C1(P(C2C=CC=CC=2)C2C=CC=CC=2)C=CC=CC=1. Product: [N:35]1([CH2:40][CH:41]([O:13][C:14]2[C:15]([CH2:25][S:26]([C:29]3[CH:34]=[CH:33][CH:32]=[CH:31][CH:30]=3)(=[O:28])=[O:27])=[C:16]3[C:21](=[CH:22][CH:23]=2)[C:20](=[O:24])[CH2:19][CH2:18][CH2:17]3)[CH2:42][CH3:43])[CH:39]=[CH:38][N:37]=[CH:36]1. The catalyst class is: 7. (7) Reactant: [Cl:1][C:2]1[CH:3]=[CH:4][C:5](=[O:37])[N:6]([CH2:8][C:9]2[CH:14]=[CH:13][C:12]([CH2:15][N:16]3[CH:24]=[C:23]4[C:18]([N:19]=[CH:20][N:21]=[C:22]4[NH:25][CH2:26][C:27]4[C:28]([CH3:36])=[N:29][C:30]([O:34]C)=[CH:31][C:32]=4[CH3:33])=[N:17]3)=[CH:11][CH:10]=2)[CH:7]=1.[Si](I)(C)(C)C. Product: [Cl:1][C:2]1[CH:3]=[CH:4][C:5](=[O:37])[N:6]([CH2:8][C:9]2[CH:10]=[CH:11][C:12]([CH2:15][N:16]3[CH:24]=[C:23]4[C:18]([N:19]=[CH:20][N:21]=[C:22]4[NH:25][CH2:26][C:27]4[C:28]([CH3:36])=[N:29][C:30]([OH:34])=[CH:31][C:32]=4[CH3:33])=[N:17]3)=[CH:13][CH:14]=2)[CH:7]=1. The catalyst class is: 4. (8) Reactant: [F:1][C:2]1[C:10]2[NH:9][C:8]3[CH2:11][CH2:12][N:13]4[C@@H:17]([C:7]=3[C:6]=2[CH:5]=[C:4]([CH3:18])[CH:3]=1)[CH2:16][CH2:15][CH2:14]4.[H-].[Na+].[O:21]1[CH2:23][CH:22]1[C:24]1[CH:29]=[CH:28][N:27]=[CH:26][CH:25]=1. Product: [F:1][C:2]1[C:10]2[N:9]([CH2:23][CH:22]([C:24]3[CH:29]=[CH:28][N:27]=[CH:26][CH:25]=3)[OH:21])[C:8]3[CH2:11][CH2:12][N:13]4[C@@H:17]([C:7]=3[C:6]=2[CH:5]=[C:4]([CH3:18])[CH:3]=1)[CH2:16][CH2:15][CH2:14]4. The catalyst class is: 3.